Task: Predict which catalyst facilitates the given reaction.. Dataset: Catalyst prediction with 721,799 reactions and 888 catalyst types from USPTO Reactant: [C:1]([N:20]1[CH:24]=[C:23]([C:25]([OH:27])=O)[N:22]=[CH:21]1)([C:14]1[CH:19]=[CH:18][CH:17]=[CH:16][CH:15]=1)([C:8]1[CH:13]=[CH:12][CH:11]=[CH:10][CH:9]=1)[C:2]1[CH:7]=[CH:6][CH:5]=[CH:4][CH:3]=1.CCN=C=NCCCN(C)C.C(N(CC)CC)C.Cl.[CH3:47][NH:48][O:49][CH3:50]. Product: [O:49]([N:48]([CH3:47])[C:25]([C:23]1[N:22]=[CH:21][N:20]([C:1]([C:2]2[CH:7]=[CH:6][CH:5]=[CH:4][CH:3]=2)([C:8]2[CH:9]=[CH:10][CH:11]=[CH:12][CH:13]=2)[C:14]2[CH:15]=[CH:16][CH:17]=[CH:18][CH:19]=2)[CH:24]=1)=[O:27])[CH3:50]. The catalyst class is: 46.